This data is from Merck oncology drug combination screen with 23,052 pairs across 39 cell lines. The task is: Regression. Given two drug SMILES strings and cell line genomic features, predict the synergy score measuring deviation from expected non-interaction effect. (1) Drug 1: CN(C)C(=N)N=C(N)N. Drug 2: Cn1c(=O)n(-c2ccc(C(C)(C)C#N)cc2)c2c3cc(-c4cnc5ccccc5c4)ccc3ncc21. Cell line: MSTO. Synergy scores: synergy=-0.166. (2) Drug 1: O=C(NOCC(O)CO)c1ccc(F)c(F)c1Nc1ccc(I)cc1F. Drug 2: CCc1cnn2c(NCc3ccc[n+]([O-])c3)cc(N3CCCCC3CCO)nc12. Cell line: HT144. Synergy scores: synergy=-0.421. (3) Drug 1: CCC1(O)CC2CN(CCc3c([nH]c4ccccc34)C(C(=O)OC)(c3cc4c(cc3OC)N(C)C3C(O)(C(=O)OC)C(OC(C)=O)C5(CC)C=CCN6CCC43C65)C2)C1. Drug 2: CCc1cnn2c(NCc3ccc[n+]([O-])c3)cc(N3CCCCC3CCO)nc12. Cell line: MDAMB436. Synergy scores: synergy=-21.7. (4) Drug 1: O=C(NOCC(O)CO)c1ccc(F)c(F)c1Nc1ccc(I)cc1F. Drug 2: CCc1cnn2c(NCc3ccc[n+]([O-])c3)cc(N3CCCCC3CCO)nc12. Cell line: NCIH520. Synergy scores: synergy=-9.29. (5) Drug 1: CCN(CC)CCNC(=O)c1c(C)[nH]c(C=C2C(=O)Nc3ccc(F)cc32)c1C. Drug 2: CS(=O)(=O)CCNCc1ccc(-c2ccc3ncnc(Nc4ccc(OCc5cccc(F)c5)c(Cl)c4)c3c2)o1. Cell line: MSTO. Synergy scores: synergy=8.89. (6) Drug 1: O=c1[nH]cc(F)c(=O)[nH]1. Synergy scores: synergy=-9.02. Drug 2: CNC(=O)c1cc(Oc2ccc(NC(=O)Nc3ccc(Cl)c(C(F)(F)F)c3)cc2)ccn1. Cell line: EFM192B.